Task: Predict the reactants needed to synthesize the given product.. Dataset: Full USPTO retrosynthesis dataset with 1.9M reactions from patents (1976-2016) (1) Given the product [N:1]1[CH:2]=[CH:3][N:4]2[CH2:9][CH2:8][N:7]([C:10]3[N:15]=[C:14]([NH:16][CH2:17][C:18]4[CH:23]=[CH:22][C:21]([O:24][CH3:25])=[C:20]([Cl:26])[CH:19]=4)[C:13]([C:27]([OH:29])=[O:28])=[CH:12][N:11]=3)[CH2:6][C:5]=12, predict the reactants needed to synthesize it. The reactants are: [N:1]1[CH:2]=[CH:3][N:4]2[CH2:9][CH2:8][N:7]([C:10]3[N:15]=[C:14]([NH:16][CH2:17][C:18]4[CH:23]=[CH:22][C:21]([O:24][CH3:25])=[C:20]([Cl:26])[CH:19]=4)[C:13]([C:27]([O:29]CC)=[O:28])=[CH:12][N:11]=3)[CH2:6][C:5]=12.[OH-].[Na+].O1CCCC1. (2) Given the product [CH:3]1([N:6]2[CH2:12][CH2:11][C:10]3[CH:13]=[C:14]([NH2:17])[CH:15]=[CH:16][C:9]=3[CH2:8][CH2:7]2)[CH2:4][CH2:5]1, predict the reactants needed to synthesize it. The reactants are: [NH4+].[Cl-].[CH:3]1([N:6]2[CH2:12][CH2:11][C:10]3[CH:13]=[C:14]([N+:17]([O-])=O)[CH:15]=[CH:16][C:9]=3[CH2:8][CH2:7]2)[CH2:5][CH2:4]1. (3) The reactants are: [N:1]1([C:6]2[CH:7]=[C:8]([CH:12]=[CH:13][CH:14]=2)[C:9](O)=[O:10])[CH:5]=[CH:4][N:3]=[N:2]1.B.C1COCC1.CO.O. Given the product [N:1]1([C:6]2[CH:7]=[C:8]([CH2:9][OH:10])[CH:12]=[CH:13][CH:14]=2)[CH:5]=[CH:4][N:3]=[N:2]1, predict the reactants needed to synthesize it. (4) Given the product [Cl:26][C:27]1[CH:28]=[C:29]([S:34][CH2:2][C:3]([C:6]2[NH:7][C:8]3[C:13]([CH:14]=2)=[CH:12][C:11]([N+:15]([O-:17])=[O:16])=[C:10]([C:18]([F:20])([F:21])[F:19])[CH:9]=3)([OH:5])[CH3:4])[CH:30]=[CH:31][C:32]=1[Cl:33], predict the reactants needed to synthesize it. The reactants are: Cl[CH2:2][C:3]([C:6]1[N:7](S(C)(=O)=O)[C:8]2[C:13]([CH:14]=1)=[CH:12][C:11]([N+:15]([O-:17])=[O:16])=[C:10]([C:18]([F:21])([F:20])[F:19])[CH:9]=2)([OH:5])[CH3:4].[Cl:26][C:27]1[CH:28]=[C:29]([SH:34])[CH:30]=[CH:31][C:32]=1[Cl:33].C[O-].[Na+]. (5) Given the product [CH2:20]([N:27]1[CH:31]=[C:30]([C:8]2[C:7]([C:14]#[N:15])=[C:6]([OH:16])[C:5]([OH:4])=[CH:10][C:9]=2[C:11]#[N:12])[CH:29]=[N:28]1)[C:21]1[CH:26]=[CH:25][CH:24]=[CH:23][CH:22]=1, predict the reactants needed to synthesize it. The reactants are: C([O:4][C:5]1[CH:10]=[C:9]([C:11]#[N:12])[C:8](Br)=[C:7]([C:14]#[N:15])[C:6]=1[O:16]C(=O)C)(=O)C.[CH2:20]([N:27]1[CH:31]=[C:30](B2OC(C)(C)C(C)(C)O2)[CH:29]=[N:28]1)[C:21]1[CH:26]=[CH:25][CH:24]=[CH:23][CH:22]=1. (6) Given the product [F:1][C:2]([F:36])([F:35])[C:3]1[CH:4]=[C:5]([C:13]([CH3:34])([CH3:33])[C:14]([N:16]([C:18]2[CH:19]=[N:20][C:21]([N:42]3[CH2:41][CH2:40][NH:39][C@H:38]([CH3:37])[CH2:43]3)=[CH:22][C:23]=2[C:24]2[CH:29]=[CH:28][C:27]([F:30])=[CH:26][C:25]=2[CH3:31])[CH3:17])=[O:15])[CH:6]=[C:7]([C:9]([F:12])([F:11])[F:10])[CH:8]=1, predict the reactants needed to synthesize it. The reactants are: [F:1][C:2]([F:36])([F:35])[C:3]1[CH:4]=[C:5]([C:13]([CH3:34])([CH3:33])[C:14]([N:16]([C:18]2[CH:19]=[N:20][C:21](Cl)=[CH:22][C:23]=2[C:24]2[CH:29]=[CH:28][C:27]([F:30])=[CH:26][C:25]=2[CH3:31])[CH3:17])=[O:15])[CH:6]=[C:7]([C:9]([F:12])([F:11])[F:10])[CH:8]=1.[CH3:37][C@@H:38]1[CH2:43][NH:42][CH2:41][CH2:40][NH:39]1.C(=O)([O-])[O-].[K+].[K+]. (7) Given the product [ClH:41].[ClH:41].[ClH:41].[ClH:41].[F:1][C:2]1[CH:3]=[CH:4][C:5]([CH:8]([N:32]2[CH2:37][CH2:36][N:35]([CH:38]([CH3:40])[CH3:39])[CH2:34][CH2:33]2)[CH2:9][N:10]2[CH2:15][CH2:14][N:13]([CH2:16][CH2:17][CH2:18][CH2:19][C:20]3[C:29]4[C:24](=[CH:25][CH:26]=[CH:27][CH:28]=4)[CH:23]=[CH:22][C:21]=3[O:30][CH3:31])[CH2:12][CH2:11]2)=[CH:6][CH:7]=1, predict the reactants needed to synthesize it. The reactants are: [F:1][C:2]1[CH:7]=[CH:6][C:5]([CH:8]([N:32]2[CH2:37][CH2:36][N:35]([CH:38]([CH3:40])[CH3:39])[CH2:34][CH2:33]2)[CH2:9][N:10]2[CH2:15][CH2:14][N:13]([CH2:16][CH2:17][CH2:18][CH2:19][C:20]3[C:29]4[C:24](=[CH:25][CH:26]=[CH:27][CH:28]=4)[CH:23]=[CH:22][C:21]=3[O:30][CH3:31])[CH2:12][CH2:11]2)=[CH:4][CH:3]=1.[ClH:41].C(OCC)(=O)C. (8) Given the product [F:24][C:25]1[CH:26]=[CH:27][C:28]([C@@H:31]([O:39][CH:6]2[CH2:5][CH2:4][CH2:3][CH2:2][O:1]2)[CH2:32][CH2:33][CH2:34][C:35]([O:37][CH3:38])=[O:36])=[CH:29][CH:30]=1, predict the reactants needed to synthesize it. The reactants are: [O:1]1[CH:6]=[CH:5][CH2:4][CH2:3][CH2:2]1.C1(C)C=CC(S([O-])(=O)=O)=CC=1.[NH+]1C=CC=CC=1.[F:24][C:25]1[CH:30]=[CH:29][C:28]([C@@H:31]([OH:39])[CH2:32][CH2:33][CH2:34][C:35]([O:37][CH3:38])=[O:36])=[CH:27][CH:26]=1.N1C=CC=CC=1.